Task: Predict the reactants needed to synthesize the given product.. Dataset: Full USPTO retrosynthesis dataset with 1.9M reactions from patents (1976-2016) (1) Given the product [Br:1][C:2]1[CH:3]=[CH:4][C:5]([C:8]([CH3:19])([CH2:14][OH:15])[CH2:9][OH:10])=[CH:6][CH:7]=1, predict the reactants needed to synthesize it. The reactants are: [Br:1][C:2]1[CH:7]=[CH:6][C:5]([C:8]([CH3:19])([C:14](OCC)=[O:15])[C:9](OCC)=[O:10])=[CH:4][CH:3]=1.[H-].[H-].[H-].[H-].[Li+].[Al+3]. (2) Given the product [CH2:1]([O:3][C:4]([CH2:6][C:7]1[C:19]2[CH:18]=[CH:17][CH:16]=[C:11]([C:12]([O:14][CH3:15])=[O:13])[C:10]=2[S:9][CH:8]=1)=[O:5])[CH3:2], predict the reactants needed to synthesize it. The reactants are: [CH2:1]([O:3][C:4]([CH2:6][C:7](=O)[CH2:8][S:9][C:10]1[CH:19]=[CH:18][CH:17]=[CH:16][C:11]=1[C:12]([O:14][CH3:15])=[O:13])=[O:5])[CH3:2]. (3) Given the product [OH:2][C:3]1[C:8]2[O:9][C:10]([CH3:12])=[CH:11][C:7]=2[C:6]([CH:13]=[O:14])=[CH:5][CH:4]=1, predict the reactants needed to synthesize it. The reactants are: C[O:2][C:3]1[C:8]2[O:9][C:10]([CH3:12])=[CH:11][C:7]=2[C:6]([CH:13]=[O:14])=[CH:5][CH:4]=1.CN(P(N(C)C)(N(C)C)=O)C.O.